From a dataset of Forward reaction prediction with 1.9M reactions from USPTO patents (1976-2016). Predict the product of the given reaction. (1) Given the reactants [O:1]1[CH2:6][CH2:5][N:4]([C:7]2[CH:12]=[CH:11][C:10]([C:13]3[NH:17][C:16]4[CH:18]=[CH:19][C:20]([C:22]([OH:24])=O)=[CH:21][C:15]=4[N:14]=3)=[CH:9][CH:8]=2)[CH2:3][CH2:2]1.O1CCN(C2C=CC(C=O)=CC=2)C[CH2:26]1.S(S([O-])=O)([O-])(=O)=O.[Na+].[Na+].N[C:49]1[CH:50]=[C:51]([CH:55]=[CH:56][C:57]=1[NH2:58])[C:52]([OH:54])=[O:53], predict the reaction product. The product is: [O:1]1[CH2:6][CH2:5][N:4]([C:7]2[CH:12]=[CH:11][C:10]([C:13]3[NH:17][C:16]4[CH:18]=[CH:19][C:20]([C:22]([NH:58][C:57]5[CH:56]=[CH:55][C:51]([C:52]([O:54][CH3:26])=[O:53])=[CH:50][CH:49]=5)=[O:24])=[CH:21][C:15]=4[N:14]=3)=[CH:9][CH:8]=2)[CH2:3][CH2:2]1. (2) The product is: [CH3:21][C:20]([CH3:23])([CH3:22])[CH2:19][NH:18][C:16]1[C:15]([N:24]2[CH2:29][CH2:28][NH:27][CH2:26][CH2:25]2)=[CH:14][N:13]=[C:12]([C:9]2[N:7]3[CH:8]=[C:3]([C:1]#[N:2])[CH:4]=[CH:5][C:6]3=[N:11][CH:10]=2)[N:17]=1. Given the reactants [C:1]([C:3]1[CH:4]=[CH:5][C:6]2[N:7]([C:9]([C:12]3[N:17]=[C:16]([NH:18][CH2:19][C:20]([CH3:23])([CH3:22])[CH3:21])[C:15]([N:24]4[CH2:29][CH2:28][N:27](C(OC(C)(C)C)=O)[CH2:26][CH2:25]4)=[CH:14][N:13]=3)=[CH:10][N:11]=2)[CH:8]=1)#[N:2].Cl, predict the reaction product. (3) Given the reactants Br[C:2]1[CH:3]=[N:4][CH:5]=[C:6]([NH:8][C:9]2[CH:14]=[CH:13][C:12]([O:15][CH3:16])=[CH:11][CH:10]=2)[CH:7]=1.[NH2:17][C:18]1[CH:19]=[C:20](B(O)O)[CH:21]=[CH:22][CH:23]=1, predict the reaction product. The product is: [NH2:17][C:18]1[CH:23]=[C:22]([C:2]2[CH:3]=[N:4][CH:5]=[C:6]([NH:8][C:9]3[CH:14]=[CH:13][C:12]([O:15][CH3:16])=[CH:11][CH:10]=3)[CH:7]=2)[CH:21]=[CH:20][CH:19]=1. (4) The product is: [Br:1][C:2]1[CH:3]=[CH:4][C:5]([O:9][CH3:10])=[C:6]([O:8][CH2:16][CH2:15][CH2:14][O:13][C:12]([F:26])([F:25])[F:11])[CH:7]=1. Given the reactants [Br:1][C:2]1[CH:3]=[CH:4][C:5]([O:9][CH3:10])=[C:6]([OH:8])[CH:7]=1.[F:11][C:12]([F:26])([F:25])[O:13][CH2:14][CH2:15][CH2:16]OS(C(F)(F)F)(=O)=O.C([O-])([O-])=O.[K+].[K+], predict the reaction product. (5) Given the reactants CN(C(ON1N=NC2C=CC=NC1=2)=[N+](C)C)C.F[P-](F)(F)(F)(F)F.[N+:25]([C:28]1[CH:36]=[CH:35][C:31]([C:32](O)=[O:33])=[C:30]([NH:37][C:38]([NH:40][C:41]2[C:46]([CH3:47])=[CH:45][C:44]([CH3:48])=[CH:43][C:42]=2[CH3:49])=[O:39])[CH:29]=1)([O-:27])=[O:26].Cl.[NH2:51][C@@H:52]([CH:60]1[CH2:65][CH2:64][CH2:63][CH2:62][CH2:61]1)[C:53]([O:55][C:56]([CH3:59])([CH3:58])[CH3:57])=[O:54].C(N(C(C)C)CC)(C)C, predict the reaction product. The product is: [CH:60]1([C@H:52]([NH:51][C:32]([C:31]2[CH:35]=[CH:36][C:28]([N+:25]([O-:27])=[O:26])=[CH:29][C:30]=2[NH:37][C:38]([NH:40][C:41]2[C:46]([CH3:47])=[CH:45][C:44]([CH3:48])=[CH:43][C:42]=2[CH3:49])=[O:39])=[O:33])[C:53]([O:55][C:56]([CH3:59])([CH3:58])[CH3:57])=[O:54])[CH2:61][CH2:62][CH2:63][CH2:64][CH2:65]1. (6) The product is: [CH2:21]([N:4]([CH:5]([C:14]1[CH:19]=[CH:18][CH:17]=[C:16]([Cl:20])[CH:15]=1)[CH2:6][C:7]1[CH:12]=[CH:11][C:10]([Cl:13])=[CH:9][CH:8]=1)[NH2:2])[CH:22]=[CH2:23]. Given the reactants [Mg].[N:2]([N:4]([CH2:21][CH:22]=[CH2:23])[CH:5]([C:14]1[CH:19]=[CH:18][CH:17]=[C:16]([Cl:20])[CH:15]=1)[CH2:6][C:7]1[CH:12]=[CH:11][C:10]([Cl:13])=[CH:9][CH:8]=1)=O.Cl.[OH-].[Na+], predict the reaction product.